The task is: Predict which catalyst facilitates the given reaction.. This data is from Catalyst prediction with 721,799 reactions and 888 catalyst types from USPTO. (1) The catalyst class is: 4. Reactant: N#N.[Br:3][C:4]1[CH:12]=[CH:11][C:7]2[NH:8][N:9]=[N:10][C:6]=2[CH:5]=1.[O:13]1[CH:18]=[CH:17][CH2:16][CH2:15][CH2:14]1.CC1C=CC(S([O-])(=O)=O)=CC=1.C1C=C[NH+]=CC=1. Product: [Br:3][C:4]1[CH:12]=[CH:11][C:7]2[N:8]([CH:14]3[CH2:15][CH2:16][CH2:17][CH2:18][O:13]3)[N:9]=[N:10][C:6]=2[CH:5]=1. (2) Reactant: [CH2:1]([S:8][C:9]1[C:14]([CH2:15][CH3:16])=[CH:13][C:12]([N+:17]([O-])=O)=[CH:11][N:10]=1)[C:2]1[CH:7]=[CH:6][CH:5]=[CH:4][CH:3]=1.Cl. Product: [CH2:1]([S:8][C:9]1[N:10]=[CH:11][C:12]([NH2:17])=[CH:13][C:14]=1[CH2:15][CH3:16])[C:2]1[CH:3]=[CH:4][CH:5]=[CH:6][CH:7]=1. The catalyst class is: 190. (3) Reactant: [C:1]1([CH:11]2[CH2:16][C:15](=[O:17])[CH2:14][C:13](=[O:18])[CH2:12]2)[C:10]2[C:5](=[CH:6][CH:7]=[CH:8][CH:9]=2)[CH:4]=[CH:3][CH:2]=1.[C:19](#[N:23])[CH2:20][C:21]#[N:22].[CH:24](=O)[CH3:25].CN1CCOCC1. Product: [NH2:22][C:21]1[O:18][C:13]2[CH2:12][CH:11]([C:1]3[C:10]4[C:5](=[CH:6][CH:7]=[CH:8][CH:9]=4)[CH:4]=[CH:3][CH:2]=3)[CH2:16][C:15](=[O:17])[C:14]=2[CH:24]([CH3:25])[C:20]=1[C:19]#[N:23]. The catalyst class is: 8. (4) Reactant: I/[C:2](/[C:20]1[CH:25]=[CH:24][C:23]([C:26]([F:29])([F:28])[F:27])=[CH:22][CH:21]=1)=[CH:3]\[CH2:4][S:5][C:6]1[CH:18]=[CH:17][C:9]([O:10][CH2:11][C:12]([O:14][CH2:15][CH3:16])=[O:13])=[C:8]([CH3:19])[CH:7]=1.[S:30]1[C:34]([Sn](CCCC)(CCCC)CCCC)=[CH:33][C:32]2[CH:48]=[CH:49][CH:50]=[CH:51][C:31]1=2.C(Cl)(Cl)Cl.C(P(C(C)(C)C)C(C)(C)C)(C)(C)C.C1CCCCC1.[F-].[K+]. Product: [S:30]1[C:34](/[C:2](/[C:20]2[CH:25]=[CH:24][C:23]([C:26]([F:29])([F:28])[F:27])=[CH:22][CH:21]=2)=[CH:3]\[CH2:4][S:5][C:6]2[CH:18]=[CH:17][C:9]([O:10][CH2:11][C:12]([O:14][CH2:15][CH3:16])=[O:13])=[C:8]([CH3:19])[CH:7]=2)=[CH:33][C:32]2[CH:48]=[CH:49][CH:50]=[CH:51][C:31]1=2. The catalyst class is: 42. (5) Reactant: [CH2:1]([O:8][C:9]([NH:11][C@H:12]([CH2:20][OH:21])[C@H:13]([O:15][C:16]([CH3:19])([CH3:18])[CH3:17])[CH3:14])=[O:10])[C:2]1[CH:7]=[CH:6][CH:5]=[CH:4][CH:3]=1.[CH3:22][S:23](Cl)(=[O:25])=[O:24]. Product: [CH2:1]([O:8][C:9]([NH:11][C@H:12]([CH2:20][O:21][S:23]([CH3:22])(=[O:25])=[O:24])[C@H:13]([O:15][C:16]([CH3:17])([CH3:19])[CH3:18])[CH3:14])=[O:10])[C:2]1[CH:3]=[CH:4][CH:5]=[CH:6][CH:7]=1. The catalyst class is: 436. (6) Reactant: [Cl:1][C:2]1[CH:3]=[C:4]2[C:8](=[CH:9][CH:10]=1)[NH:7][CH:6]=[C:5]2[CH2:11][CH2:12][NH:13][C:14](=[O:22])[C:15]1[CH:20]=[CH:19][CH:18]=[C:17](I)[CH:16]=1.[F:23][C:24]([F:35])([F:34])[C:25]1[CH:30]=[CH:29][C:28](B(O)O)=[CH:27][CH:26]=1.C(=O)([O-])[O-].[Na+].[Na+]. Product: [Cl:1][C:2]1[CH:3]=[C:4]2[C:8](=[CH:9][CH:10]=1)[NH:7][CH:6]=[C:5]2[CH2:11][CH2:12][NH:13][C:14]([C:15]1[CH:16]=[C:17]([C:28]2[CH:29]=[CH:30][C:25]([C:24]([F:35])([F:34])[F:23])=[CH:26][CH:27]=2)[CH:18]=[CH:19][CH:20]=1)=[O:22]. The catalyst class is: 437. (7) Reactant: [N+:1]([C:4]1[CH:9]=[CH:8][C:7]([N:10]=[C:11]=[S:12])=[CH:6][CH:5]=1)([O-:3])=[O:2].[NH2:13][C:14]([CH3:18])([CH3:17])[CH2:15][OH:16]. Product: [OH:16][CH2:15][C:14]([NH:13][C:11]([NH:10][C:7]1[CH:6]=[CH:5][C:4]([N+:1]([O-:3])=[O:2])=[CH:9][CH:8]=1)=[S:12])([CH3:18])[CH3:17]. The catalyst class is: 1.